Dataset: Forward reaction prediction with 1.9M reactions from USPTO patents (1976-2016). Task: Predict the product of the given reaction. Given the reactants [CH:1]1([NH:6][C:7]2[CH:8]=[C:9]([F:25])[CH:10]=[C:11]3[C:15]=2[NH:14][C:13]([C:16]2[S:17][CH2:18][C@@H:19]([CH2:21][C:22](O)=[O:23])[N:20]=2)=[CH:12]3)[CH2:5][CH2:4][CH2:3][CH2:2]1.[C:26]([N:29]1[CH2:34][CH2:33][NH:32][CH2:31][CH2:30]1)(=[O:28])[CH3:27], predict the reaction product. The product is: [C:26]([N:29]1[CH2:34][CH2:33][N:32]([C:22](=[O:23])[CH2:21][C@@H:19]2[CH2:18][S:17][C:16]([C:13]3[NH:14][C:15]4[C:11]([CH:12]=3)=[CH:10][C:9]([F:25])=[CH:8][C:7]=4[NH:6][CH:1]3[CH2:2][CH2:3][CH2:4][CH2:5]3)=[N:20]2)[CH2:31][CH2:30]1)(=[O:28])[CH3:27].